From a dataset of Forward reaction prediction with 1.9M reactions from USPTO patents (1976-2016). Predict the product of the given reaction. (1) Given the reactants [NH2:1][C:2]1[CH:6]=[CH:5][NH:4][C:3]=1[C:7]([O:9][CH2:10][CH3:11])=[O:8].[F:12][C:13]1[C:29]([F:30])=[CH:28][C:16]2[NH:17][C:18]([S:20][C:21]3[O:25][C:24]([CH:26]=O)=[CH:23][CH:22]=3)=[N:19][C:15]=2[CH:14]=1.[C:31]1(=O)[CH2:36][CH2:35][CH2:34][C:33](=[O:37])[CH2:32]1, predict the reaction product. The product is: [CH2:10]([O:9][C:7]([C:3]1[NH:4][CH:5]=[C:6]2[CH:26]([C:24]3[O:25][C:21]([S:20][C:18]4[NH:19][C:15]5[CH:14]=[C:13]([F:12])[C:29]([F:30])=[CH:28][C:16]=5[N:17]=4)=[CH:22][CH:23]=3)[C:32]3[C:33](=[O:37])[CH2:34][CH2:35][CH2:36][C:31]=3[NH:1][C:2]=12)=[O:8])[CH3:11]. (2) The product is: [CH3:17][N:18]([CH3:23])[S:19]([N:1]1[C:5]2[CH2:6][CH2:7][CH2:8][CH2:9][C:4]=2[N:3]=[CH:2]1)(=[O:21])=[O:20]. Given the reactants [NH:1]1[C:5]2[CH2:6][CH2:7][CH2:8][CH2:9][C:4]=2[N:3]=[CH:2]1.C(N(CC)CC)C.[CH3:17][N:18]([CH3:23])[S:19](Cl)(=[O:21])=[O:20], predict the reaction product. (3) Given the reactants [CH2:1]([O:3][C:4]([C:6]1[N:7]([CH2:18][C:19]2[C:28]3[C:23](=[CH:24][CH:25]=[CH:26][CH:27]=3)[CH:22]=[CH:21][CH:20]=2)[C:8]2[C:13]([C:14]=1[CH:15]=O)=[CH:12][C:11]([F:17])=[CH:10][CH:9]=2)=[O:5])[CH3:2].[CH3:29][NH2:30], predict the reaction product. The product is: [CH2:1]([O:3][C:4]([C:6]1[N:7]([CH2:18][C:19]2[C:28]3[C:23](=[CH:24][CH:25]=[CH:26][CH:27]=3)[CH:22]=[CH:21][CH:20]=2)[C:8]2[C:13]([C:14]=1[CH2:15][NH:30][CH3:29])=[CH:12][C:11]([F:17])=[CH:10][CH:9]=2)=[O:5])[CH3:2]. (4) Given the reactants CO[C:3]([C:5]1[CH:10]=[C:9]([CH3:11])[C:8](=[O:12])[N:7]([CH3:13])[C:6]=1[NH:14][C:15]1[CH:20]=[CH:19][C:18]([I:21])=[CH:17][C:16]=1[F:22])=[O:4].[CH:23]([O:25][CH2:26][CH2:27][O:28][NH2:29])=[CH2:24].C[Si]([NH-])(C)C.C[Si]([NH-])(C)C.[Li+].[Li+].O.Cl, predict the reaction product. The product is: [CH:23]([O:25][CH2:26][CH2:27][O:28][NH:29][C:3]([C:5]1[CH:10]=[C:9]([CH3:11])[C:8](=[O:12])[N:7]([CH3:13])[C:6]=1[NH:14][C:15]1[CH:20]=[CH:19][C:18]([I:21])=[CH:17][C:16]=1[F:22])=[O:4])=[CH2:24]. (5) Given the reactants C([O:5][C:6]([N:8]1[CH2:13][CH2:12][CH:11]([O:14][C:15]2[CH:20]=[CH:19][C:18]([C:21]#[N:22])=[CH:17][C:16]=2[F:23])[CH2:10][CH2:9]1)=O)(C)(C)C.F[C:25]1C=C(C=CC=1OC1CCNCC1)C#N, predict the reaction product. The product is: [C:6]([N:8]1[CH2:13][CH2:12][CH:11]([O:14][C:15]2[CH:20]=[CH:19][C:18]([C:21]#[N:22])=[CH:17][C:16]=2[F:23])[CH2:10][CH2:9]1)(=[O:5])[CH3:25].